From a dataset of Full USPTO retrosynthesis dataset with 1.9M reactions from patents (1976-2016). Predict the reactants needed to synthesize the given product. Given the product [Cl:17][C:18]1[CH:25]=[C:24]([N:26]([CH2:34][CH3:35])[CH:27]2[CH2:32][CH2:31][CH2:30][C:29]([C:2]3[N:3]=[CH:4][N:5]([S:7]([N:10]([CH3:12])[CH3:11])(=[O:9])=[O:8])[CH:6]=3)([OH:33])[CH2:28]2)[CH:23]=[C:22]([F:36])[C:19]=1[C:20]#[N:21], predict the reactants needed to synthesize it. The reactants are: I[C:2]1[N:3]=[CH:4][N:5]([S:7]([N:10]([CH3:12])[CH3:11])(=[O:9])=[O:8])[CH:6]=1.CC[Mg+].[Br-].[Cl:17][C:18]1[CH:25]=[C:24]([N:26]([CH2:34][CH3:35])[CH:27]2[CH2:32][CH2:31][CH2:30][C:29](=[O:33])[CH2:28]2)[CH:23]=[C:22]([F:36])[C:19]=1[C:20]#[N:21].